From a dataset of NCI-60 drug combinations with 297,098 pairs across 59 cell lines. Regression. Given two drug SMILES strings and cell line genomic features, predict the synergy score measuring deviation from expected non-interaction effect. Drug 1: CC1C(C(CC(O1)OC2CC(CC3=C2C(=C4C(=C3O)C(=O)C5=C(C4=O)C(=CC=C5)OC)O)(C(=O)CO)O)N)O.Cl. Drug 2: CC(C)CN1C=NC2=C1C3=CC=CC=C3N=C2N. Cell line: COLO 205. Synergy scores: CSS=29.2, Synergy_ZIP=1.74, Synergy_Bliss=-0.298, Synergy_Loewe=-2.99, Synergy_HSA=-3.21.